From a dataset of Catalyst prediction with 721,799 reactions and 888 catalyst types from USPTO. Predict which catalyst facilitates the given reaction. Reactant: [O:1]=[C:2]1[NH:10][C:5]2=[N:6][CH:7]=[CH:8][CH:9]=[C:4]2[C:3]21[CH2:18][C:17]1[C:12](=[CH:13][CH:14]=[C:15]([NH:19][C:20]3[CH:21]=[C:22]([CH:26]=[CH:27][N:28]=3)[C:23]([OH:25])=O)[CH:16]=1)[CH2:11]2.[CH3:29][CH:30]1[CH2:38][C:37]2[C:32](=[CH:33][CH:34]=[CH:35][CH:36]=2)[NH:31]1.CCN(C(C)C)C(C)C.CN(C(ON1N=NC2C=CC=CC1=2)=[N+](C)C)C.[B-](F)(F)(F)F. Product: [CH3:29][CH:30]1[CH2:38][C:37]2[C:32](=[CH:33][CH:34]=[CH:35][CH:36]=2)[N:31]1[C:23]([C:22]1[CH:26]=[CH:27][N:28]=[C:20]([NH:19][C:15]2[CH:16]=[C:17]3[C:12](=[CH:13][CH:14]=2)[CH2:11][C:3]2([C:4]4[C:5](=[N:6][CH:7]=[CH:8][CH:9]=4)[NH:10][C:2]2=[O:1])[CH2:18]3)[CH:21]=1)=[O:25]. The catalyst class is: 3.